This data is from Reaction yield outcomes from USPTO patents with 853,638 reactions. The task is: Predict the reaction yield, written as a fraction of the theoretical maximum amount of product (1.0 means a 100% yield; for example, 0.34 means a 34% yield). (1) The catalyst is C(Cl)Cl. The yield is 0.110. The product is [Si:9]([O:16][C@@H:17]([CH2:21][O:22][CH3:23])[C:18]([NH:36][C:34]1[S:33][N:32]=[C:31]([CH3:30])[N:35]=1)=[O:20])([C:12]([CH3:13])([CH3:14])[CH3:15])([CH3:10])[CH3:11]. The reactants are ClC(N(C)C)=C(C)C.[Si:9]([O:16][C@@H:17]([CH2:21][O:22][CH3:23])[C:18]([OH:20])=O)([C:12]([CH3:15])([CH3:14])[CH3:13])([CH3:11])[CH3:10].N1C=CC=CC=1.[CH3:30][C:31]1[N:35]=[C:34]([NH2:36])[S:33][N:32]=1.C(O)(=O)CC(CC(O)=O)(C(O)=O)O. (2) The reactants are [C:1]([Si:5]([CH3:24])([CH3:23])[O:6][C:7]1[CH:12]=[C:11]([C:13]([CH3:21])([CH3:20])[O:14][SiH2:15][C:16]([CH3:19])([CH3:18])[CH3:17])[CH:10]=[CH:9][C:8]=1[F:22])([CH3:4])([CH3:3])[CH3:2].[Li]C(CC)C.B(OC)(OC)[O:31]C.C(O)(=O)C.OO.O. The catalyst is C1COCC1. The product is [C:1]([Si:5]([CH3:24])([CH3:23])[O:6][C:7]1[C:8]([F:22])=[C:9]([OH:31])[CH:10]=[C:11]([C:13]([CH3:21])([CH3:20])[O:14][SiH2:15][C:16]([CH3:19])([CH3:18])[CH3:17])[CH:12]=1)([CH3:4])([CH3:3])[CH3:2]. The yield is 0.640. (3) The reactants are [CH3:1][O:2][CH2:3][O:4][C:5]1[C:6](Br)=[C:7]([CH2:15][C:16]([O:18][CH3:19])=[O:17])[CH:8]=[C:9]([O:11][CH2:12][O:13][CH3:14])[CH:10]=1.[C:21]1(OB(O)O)[CH:26]=[CH:25][CH:24]=[CH:23][CH:22]=1.C(=O)([O-])[O-].[Cs+].[Cs+]. The catalyst is O.CC1C=CC=CC=1[P](C1C=CC=CC=1C)([Pd][P](C1=C(C)C=CC=C1)(C1C=CC=CC=1C)C1C=CC=CC=1C)C1C=CC=CC=1C. The product is [CH3:1][O:2][CH2:3][O:4][C:5]1[C:6]([C:21]2[CH:26]=[CH:25][CH:24]=[CH:23][CH:22]=2)=[C:7]([CH2:15][C:16]([O:18][CH3:19])=[O:17])[CH:8]=[C:9]([O:11][CH2:12][O:13][CH3:14])[CH:10]=1. The yield is 1.00.